Dataset: Full USPTO retrosynthesis dataset with 1.9M reactions from patents (1976-2016). Task: Predict the reactants needed to synthesize the given product. (1) Given the product [CH3:18][N:2]([CH3:1])[C:3]1([CH2:16][C:20]2[CH:25]=[CH:24][CH:23]=[CH:22][CH:21]=2)[CH2:4][CH2:5][N:6]([CH2:9][C:10]2[CH:11]=[CH:12][CH:13]=[CH:14][CH:15]=2)[CH2:7][CH2:8]1, predict the reactants needed to synthesize it. The reactants are: [CH3:1][N:2]([CH3:18])[C:3]1([C:16]#N)[CH2:8][CH2:7][N:6]([CH2:9][C:10]2[CH:15]=[CH:14][CH:13]=[CH:12][CH:11]=2)[CH2:5][CH2:4]1.C([Mg]Cl)[C:20]1[CH:25]=[CH:24][CH:23]=[CH:22][CH:21]=1.Cl. (2) Given the product [CH3:33][NH:34][CH2:6][CH2:7][C:8]1[C:9]([C:29]([F:30])([F:32])[F:31])=[N:10][N:11]([CH2:13][C:14]([NH:16][C:17]2[S:21][C:20]3[CH2:22][CH2:23][CH2:24][CH2:25][C:19]=3[C:18]=2[C:26]([NH2:27])=[O:28])=[O:15])[CH:12]=1, predict the reactants needed to synthesize it. The reactants are: CS(O[CH2:6][CH2:7][C:8]1[C:9]([C:29]([F:32])([F:31])[F:30])=[N:10][N:11]([CH2:13][C:14]([NH:16][C:17]2[S:21][C:20]3[CH2:22][CH2:23][CH2:24][CH2:25][C:19]=3[C:18]=2[C:26](=[O:28])[NH2:27])=[O:15])[CH:12]=1)(=O)=O.[CH3:33][NH2:34].C(O)=O. (3) Given the product [Cl:1][C:2]1[N:3]=[N:4][C:5]([NH:15][CH2:14][C:13]2[CH:16]=[CH:17][C:18]([O:20][CH3:21])=[CH:19][C:12]=2[O:11][CH3:10])=[CH:6][C:7]=1[CH3:8], predict the reactants needed to synthesize it. The reactants are: [Cl:1][C:2]1[N:3]=[N:4][C:5](Cl)=[CH:6][C:7]=1[CH3:8].[CH3:10][O:11][C:12]1[CH:19]=[C:18]([O:20][CH3:21])[CH:17]=[CH:16][C:13]=1[CH2:14][NH2:15]. (4) Given the product [Cl:15][C:16]1[CH:21]=[C:20]([F:22])[CH:19]=[CH:18][C:17]=1/[CH:23]=[CH:24]/[C:25]([NH:11][C:10]1[CH:12]=[CH:13][CH:14]=[C:8]([N:5]2[C:6]([CH3:7])=[C:2]([CH3:1])[N:3]=[CH:4]2)[CH:9]=1)=[O:26], predict the reactants needed to synthesize it. The reactants are: [CH3:1][C:2]1[N:3]=[CH:4][N:5]([C:8]2[CH:9]=[C:10]([CH:12]=[CH:13][CH:14]=2)[NH2:11])[C:6]=1[CH3:7].[Cl:15][C:16]1[CH:21]=[C:20]([F:22])[CH:19]=[CH:18][C:17]=1[CH:23]=[CH:24][C:25](O)=[O:26].Cl.C(N=C=NCCCN(C)C)C. (5) Given the product [CH2:4]([C@@H:5]1[CH2:6][N:7]2[CH2:8][CH2:9][C:10]3[C:15]([C@H:16]2[CH2:17][C@H:18]1[OH:19])=[CH:14][C:13]([O:20][CH3:21])=[C:12]([O:22][CH3:23])[CH:11]=3)[CH:2]([CH3:3])[CH3:1].[CH2:4]([C@@H:5]1[CH2:6][N:7]2[CH2:8][CH2:9][C:10]3[C:15]([C@H:16]2[CH2:17][C@@H:18]1[OH:19])=[CH:14][C:13]([O:20][CH3:21])=[C:12]([O:22][CH3:23])[CH:11]=3)[CH:2]([CH3:3])[CH3:1], predict the reactants needed to synthesize it. The reactants are: [CH3:1][CH:2]([CH2:4][C@H:5]1[C:18](=[O:19])[CH2:17][C@H:16]2[N:7]([CH2:8][CH2:9][C:10]3[C:15]2=[CH:14][C:13]([O:20][CH3:21])=[C:12]([O:22][CH3:23])[CH:11]=3)[CH2:6]1)[CH3:3].[BH4-].[Na+]. (6) Given the product [CH:1]1([O:5][C:6]2[N:14]=[C:13]3[C:9]([N:10]=[C:11]([O:21][CH3:22])[N:12]3[CH:15]3[CH2:20][CH2:19][CH2:18][CH2:17][O:16]3)=[C:8]([NH2:23])[N:7]=2)[CH2:4][CH2:32][CH2:27][CH2:3][CH2:2]1, predict the reactants needed to synthesize it. The reactants are: [CH:1]1([O:5][C:6]2[N:14]=[C:13]3[C:9]([N:10]=[C:11]([O:21][CH3:22])[N:12]3[CH:15]3[CH2:20][CH2:19][CH2:18][CH2:17][O:16]3)=[C:8]([NH2:23])[N:7]=2)[CH2:4][CH2:3][CH2:2]1.BrC1N(C2CCCCO2)[C:27]2[C:32](N=1)=C(N)N=C(OC1CCCCC1)N=2. (7) Given the product [CH:6]([C:5]1[CH:8]=[CH:9][C:2]([O:1][CH2:25][C:22]2[CH:23]=[CH:24][C:19]([C:18]([O:17][CH3:16])=[O:27])=[CH:20][CH:21]=2)=[CH:3][CH:4]=1)=[O:7], predict the reactants needed to synthesize it. The reactants are: [OH:1][C:2]1[CH:9]=[CH:8][C:5]([CH:6]=[O:7])=[CH:4][CH:3]=1.C(=O)([O-])[O-].[Cs+].[Cs+].[CH3:16][O:17][C:18](=[O:27])[C:19]1[CH:24]=[CH:23][C:22]([CH2:25]Br)=[CH:21][CH:20]=1. (8) Given the product [F:23][C:4]([F:3])([F:22])[C:5]1[CH:6]=[C:7]([C@H:15]2[O:19][C:18](=[O:20])[N:17]([CH2:26][C:25]#[CH:24])[C@H:16]2[CH3:21])[CH:8]=[C:9]([C:11]([F:12])([F:13])[F:14])[CH:10]=1, predict the reactants needed to synthesize it. The reactants are: [H-].[Na+].[F:3][C:4]([F:23])([F:22])[C:5]1[CH:6]=[C:7]([C@H:15]2[O:19][C:18](=[O:20])[NH:17][C@H:16]2[CH3:21])[CH:8]=[C:9]([C:11]([F:14])([F:13])[F:12])[CH:10]=1.[CH2:24](Br)[C:25]#[CH:26].[NH4+].[Cl-]. (9) Given the product [CH3:1][C:2]([CH3:9])([CH2:7][O:8][S:16]([C:13]1[CH:14]=[CH:15][C:10]([CH3:20])=[CH:11][CH:12]=1)(=[O:18])=[O:17])[C:3]([O:5][CH3:6])=[O:4], predict the reactants needed to synthesize it. The reactants are: [CH3:1][C:2]([CH3:9])([CH2:7][OH:8])[C:3]([O:5][CH3:6])=[O:4].[C:10]1([CH3:20])[CH:15]=[CH:14][C:13]([S:16](Cl)(=[O:18])=[O:17])=[CH:12][CH:11]=1.N1C=CC=CC=1. (10) Given the product [NH2:3][CH2:12][CH2:13][O:14][C:15]1[CH:20]=[CH:19][C:18]([C:21](=[O:27])[NH:22][CH2:23][CH:24]([CH3:26])[CH3:25])=[CH:17][C:16]=1[C:28]1[CH:29]=[CH:30][C:31]2[O:35][C:34]([C:36]3[CH:37]=[CH:38][C:39]([F:42])=[CH:40][CH:41]=3)=[C:33]([C:43]([NH:45][CH3:46])=[O:44])[C:32]=2[CH:47]=1, predict the reactants needed to synthesize it. The reactants are: O=C1C2C(=CC=CC=2)C(=O)[N:3]1[CH2:12][CH2:13][O:14][C:15]1[CH:20]=[CH:19][C:18]([C:21](=[O:27])[NH:22][CH2:23][CH:24]([CH3:26])[CH3:25])=[CH:17][C:16]=1[C:28]1[CH:29]=[CH:30][C:31]2[O:35][C:34]([C:36]3[CH:41]=[CH:40][C:39]([F:42])=[CH:38][CH:37]=3)=[C:33]([C:43]([NH:45][CH3:46])=[O:44])[C:32]=2[CH:47]=1.NN.